From a dataset of Reaction yield outcomes from USPTO patents with 853,638 reactions. Predict the reaction yield, written as a fraction of the theoretical maximum amount of product (1.0 means a 100% yield; for example, 0.34 means a 34% yield). (1) The reactants are [N+:1]([C:4]1[CH:5]=[C:6]([CH:9]=[CH:10][C:11]=1[C:12]([F:15])([F:14])[F:13])[CH:7]=O)([O-:3])=[O:2].[C:16]([NH:19][NH2:20])([NH2:18])=[NH:17].[ClH:21]. No catalyst specified. The product is [ClH:21].[N+:1]([C:4]1[CH:5]=[C:6]([CH:9]=[CH:10][C:11]=1[C:12]([F:15])([F:14])[F:13])[CH:7]=[N:20][NH:19][C:16]([NH2:18])=[NH:17])([O-:3])=[O:2]. The yield is 0.830. (2) The reactants are [Cl-].O[NH3+:3].[C:4](=[O:7])([O-])[OH:5].[Na+].CS(C)=O.[CH3:13][C:14]1[N:51]=[C:17]2[N:18]([CH2:41][C:42]3([C:45]4[CH:50]=[CH:49][CH:48]=[CH:47][CH:46]=4)[CH2:44][CH2:43]3)[C:19](=[O:40])[C:20]([CH2:25][C:26]3[CH:31]=[CH:30][C:29]([C:32]4[C:33]([C:38]#[N:39])=[CH:34][CH:35]=[CH:36][CH:37]=4)=[CH:28][CH:27]=3)=[C:21]([CH2:22][CH2:23][CH3:24])[N:16]2[N:15]=1. The catalyst is C(OCC)(=O)C. The product is [CH3:13][C:14]1[N:51]=[C:17]2[N:18]([CH2:41][C:42]3([C:45]4[CH:50]=[CH:49][CH:48]=[CH:47][CH:46]=4)[CH2:44][CH2:43]3)[C:19](=[O:40])[C:20]([CH2:25][C:26]3[CH:31]=[CH:30][C:29]([C:32]4[CH:37]=[CH:36][CH:35]=[CH:34][C:33]=4[C:38]4[NH:3][C:4](=[O:7])[O:5][N:39]=4)=[CH:28][CH:27]=3)=[C:21]([CH2:22][CH2:23][CH3:24])[N:16]2[N:15]=1. The yield is 0.140. (3) The reactants are [CH3:1][NH:2][S:3]([C:6]1[CH:11]=[CH:10][C:9]([C:12]2[N:17]=[C:16]([NH:18]C(=O)OC(C)(C)C)[CH:15]=[CH:14][CH:13]=2)=[CH:8][CH:7]=1)(=[O:5])=[O:4].[ClH:26].CO. The catalyst is CO. The product is [ClH:26].[NH2:18][C:16]1[N:17]=[C:12]([C:9]2[CH:10]=[CH:11][C:6]([S:3]([NH:2][CH3:1])(=[O:4])=[O:5])=[CH:7][CH:8]=2)[CH:13]=[CH:14][CH:15]=1. The yield is 0.710. (4) The reactants are FC(F)(F)C(O)=O.C(OC([N:15]=[C:16]([NH:50]C(OC(C)(C)C)=O)[NH:17][C@@H:18]([CH2:22][S:23][CH2:24][C:25]1[CH:30]=[CH:29][C:28]([C:31]2[CH:36]=[CH:35][C:34]([C:37]3[C:42]4[O:43][C:44]5[CH:49]=[CH:48][CH:47]=[CH:46][C:45]=5[C:41]=4[CH:40]=[CH:39][CH:38]=3)=[CH:33][CH:32]=2)=[CH:27][CH:26]=1)[C:19]([OH:21])=[O:20])=O)(C)(C)C. The catalyst is ClCCl. The product is [CH:40]1[C:41]2[C:45]3[CH:46]=[CH:47][CH:48]=[CH:49][C:44]=3[O:43][C:42]=2[C:37]([C:34]2[CH:33]=[CH:32][C:31]([C:28]3[CH:29]=[CH:30][C:25]([CH2:24][S:23][CH2:22][C@H:18]([NH:17][C:16]([NH2:50])=[NH:15])[C:19]([OH:21])=[O:20])=[CH:26][CH:27]=3)=[CH:36][CH:35]=2)=[CH:38][CH:39]=1. The yield is 0.990. (5) The reactants are [CH3:1][NH:2][C:3](=[O:5])[CH3:4].C=O.[C:8]([OH:11])(=[O:10])[CH3:9]. The yield is 0.920. No catalyst specified. The product is [C:3]([N:2]([CH2:9][C:8]([OH:11])=[O:10])[CH3:1])(=[O:5])[CH3:4]. (6) The yield is 0.210. The catalyst is CN(C=O)C. The product is [CH:1]1([CH2:7][N:8]2[C:12]([C:13]3[CH:18]=[C:17]([C:19]([CH3:22])([CH3:20])[CH3:21])[CH:16]=[C:15]([C:23]([CH3:24])([CH3:25])[CH3:26])[CH:14]=3)=[CH:11][C:10]([S:27]([NH:30][CH2:35][C:36]([O:38][CH2:39][CH3:40])=[O:37])(=[O:29])=[O:28])=[C:9]2[CH3:31])[CH2:2][CH2:3][CH2:4][CH2:5][CH2:6]1. The reactants are [CH:1]1([CH2:7][N:8]2[C:12]([C:13]3[CH:18]=[C:17]([C:19]([CH3:22])([CH3:21])[CH3:20])[CH:16]=[C:15]([C:23]([CH3:26])([CH3:25])[CH3:24])[CH:14]=3)=[CH:11][C:10]([S:27]([NH2:30])(=[O:29])=[O:28])=[C:9]2[CH3:31])[CH2:6][CH2:5][CH2:4][CH2:3][CH2:2]1.[H-].[Na+].Br[CH2:35][C:36]([O:38][CH2:39][CH3:40])=[O:37].O. (7) The reactants are C([O:3][C:4]([CH2:6][O:7][C:8]1[CH:17]=[CH:16][C:11]2[O:12][CH2:13][C:14](=[O:15])[C:10]=2[CH:9]=1)=[O:5])C.O.OS(O)(=O)=O.[Na+].[Cl-]. The catalyst is O1CCCC1.C(O)C.C(O)(=O)C.C(OCC)(=O)C.CCCCCC. The product is [C:4]([CH2:6][O:7][C:8]1[CH:17]=[CH:16][C:11]2[O:12][CH2:13][C:14](=[O:15])[C:10]=2[CH:9]=1)([OH:5])=[O:3]. The yield is 0.670. (8) The reactants are ClC1(N)C=CC(N[C:9]([NH:11][C:12]2[CH:17]=[CH:16][CH:15]=[CH:14][C:13]=2[C:18]([F:21])([F:20])[F:19])=[O:10])=CC1.[C:23]([O:34][CH3:35])(=[O:33])[C:24]1[CH:32]=[CH:31][CH:30]=[C:26](C([O-])=O)[CH:25]=1.[CH:36]1[CH:37]=[CH:38][C:39]2[N:44](O)N=[N:42][C:40]=2[CH:41]=1.[OH2:46].CN1C[CH2:52][O:51]CC1.CCN=C=NCCCN(C)C.Cl. The catalyst is CN(C=O)C.CCOC(C)=O. The product is [F:21][C:18]([C:13]1[CH:14]=[CH:15][CH:16]=[CH:17][C:12]=1[NH:11][C:9]([NH:44][C:39]1[CH:38]=[CH:37][C:36]([C:26]2[CH:30]=[CH:31][CH:32]=[C:24]([C:23]([O:34][CH3:35])=[O:33])[CH:25]=2)=[CH:41][C:40]=1[NH:42][C:52]([OH:51])=[O:46])=[O:10])([F:19])[F:20]. The yield is 0.430.